This data is from Catalyst prediction with 721,799 reactions and 888 catalyst types from USPTO. The task is: Predict which catalyst facilitates the given reaction. (1) Reactant: [CH:1]1([C:7]2[O:8][C:9]([CH3:25])=[C:10]([CH2:12][CH2:13][O:14]S(C3C=CC(C)=CC=3)(=O)=O)[N:11]=2)[CH2:6][CH2:5][CH2:4][CH2:3][CH2:2]1.C([O:28][C:29](=[O:51])[C:30]([CH3:50])([O:39][C:40]1[CH:41]=[C:42]2[C:47](=[CH:48][CH:49]=1)[N:46]=[CH:45][CH:44]=[CH:43]2)[CH2:31][C:32]1[CH:37]=[CH:36][C:35](O)=[CH:34][CH:33]=1)C.C([O-])([O-])=O.[K+].[K+].[OH-].[Na+]. Product: [CH:1]1([C:7]2[O:8][C:9]([CH3:25])=[C:10]([CH2:12][CH2:13][O:14][C:35]3[CH:34]=[CH:33][C:32]([CH2:31][C:30]([CH3:50])([O:39][C:40]4[CH:41]=[C:42]5[C:47](=[CH:48][CH:49]=4)[N:46]=[CH:45][CH:44]=[CH:43]5)[C:29]([OH:51])=[O:28])=[CH:37][CH:36]=3)[N:11]=2)[CH2:2][CH2:3][CH2:4][CH2:5][CH2:6]1. The catalyst class is: 14. (2) Reactant: [CH3:1][O:2][C:3]([C@@H:5]([N:13]1[CH2:21][C:17]2[CH:18]=[CH:19][S:20][C:16]=2[CH2:15][CH2:14]1)[C:6]1[CH:7]=[CH:8][CH:9]=[CH:10][C:11]=1[Cl:12])=[O:4].C(OCC)(=O)C.[S:28](=[O:32])(=[O:31])([OH:30])[OH:29]. Product: [CH3:1][O:2][C:3]([C@@H:5]([N:13]1[CH2:21][C:17]2[CH:18]=[CH:19][S:20][C:16]=2[CH2:15][CH2:14]1)[C:6]1[C:11]([Cl:12])=[CH:10][CH:9]=[CH:8][CH:7]=1)=[O:4].[OH:31][S:28]([OH:32])(=[O:30])=[O:29]. The catalyst class is: 310. (3) Reactant: [Cl:1][C:2]1[CH:7]=[CH:6][CH:5]=[CH:4][C:3]=1[N:8]1[C:12]([C:13](Cl)=[O:14])=[CH:11][C:10]([C:16]([F:19])([F:18])[F:17])=[N:9]1.C(#N)C.[NH2:23][C:24]1[C:32]([CH3:33])=[CH:31][C:30]([Cl:34])=[CH:29][C:25]=1[C:26](O)=[O:27].CS(Cl)(=O)=O. Product: [Cl:34][C:30]1[CH:31]=[C:32]([CH3:33])[C:24]2[N:23]=[C:13]([C:12]3[N:8]([C:3]4[CH:4]=[CH:5][CH:6]=[CH:7][C:2]=4[Cl:1])[N:9]=[C:10]([C:16]([F:19])([F:18])[F:17])[CH:11]=3)[O:14][C:26](=[O:27])[C:25]=2[CH:29]=1. The catalyst class is: 66. (4) Reactant: [I:1][C:2]1[CH:3]=[C:4]([CH:8]=[CH:9][CH:10]=1)[C:5]([OH:7])=[O:6].O[N:12]1[C:16](=[O:17])[CH2:15][CH2:14][C:13]1=[O:18].C1(N=C=NC2CCCCC2)CCCCC1. Product: [O:18]=[C:13]1[CH2:14][CH2:15][C:16](=[O:17])[N:12]1[O:6][C:5](=[O:7])[C:4]1[CH:8]=[CH:9][CH:10]=[C:2]([I:1])[CH:3]=1. The catalyst class is: 139. (5) Reactant: [C:1](=[O:8])([O:5][CH2:6][CH3:7])OCC.[H-].[Na+].[CH3:11][N:12]1[CH2:17][CH2:16][N:15]([S:18]([C:21]2[CH:22]=[C:23]([C:27](=[O:29])[CH3:28])[CH:24]=[CH:25][CH:26]=2)(=[O:20])=[O:19])[CH2:14][CH2:13]1.C(O)(=O)C. Product: [CH2:6]([O:5][C:1](=[O:8])[CH2:28][C:27]([C:23]1[CH:24]=[CH:25][CH:26]=[C:21]([S:18]([N:15]2[CH2:16][CH2:17][N:12]([CH3:11])[CH2:13][CH2:14]2)(=[O:19])=[O:20])[CH:22]=1)=[O:29])[CH3:7]. The catalyst class is: 7. (6) Reactant: [F:1][C:2]1[CH:7]=[C:6]([CH3:8])[CH:5]=[CH:4][C:3]=1[NH:9][C:10]1[C:19]2[C:14](=[CH:15][C:16]([O:26][CH3:27])=[C:17]([N:20]3[CH2:25][CH2:24][NH:23][CH2:22][CH2:21]3)[CH:18]=2)[N:13]=[N:12][C:11]=1[C:28]([NH2:30])=[O:29].[CH2:34]1[O:33][C:35](O)([CH2:37][OH:38])[CH2:34][O:33][C:35]1(O)[CH2:37][OH:38].C(O)(=O)C.C([BH3-])#N.[Na+]. Product: [F:1][C:2]1[CH:7]=[C:6]([CH3:8])[CH:5]=[CH:4][C:3]=1[NH:9][C:10]1[C:19]2[C:14](=[CH:15][C:16]([O:26][CH3:27])=[C:17]([N:20]3[CH2:21][CH2:22][N:23]([CH:35]([CH2:37][OH:38])[CH2:34][OH:33])[CH2:24][CH2:25]3)[CH:18]=2)[N:13]=[N:12][C:11]=1[C:28]([NH2:30])=[O:29]. The catalyst class is: 5.